The task is: Predict the reactants needed to synthesize the given product.. This data is from Full USPTO retrosynthesis dataset with 1.9M reactions from patents (1976-2016). (1) Given the product [Br:1][C:2]1[CH:3]=[C:4]2[C:8](=[CH:9][CH:10]=1)[N:7]([S:11]([C:14]1[CH:15]=[CH:16][C:17]([O:20][CH3:21])=[CH:18][CH:19]=1)(=[O:13])=[O:12])[CH:6]=[C:5]2[OH:22], predict the reactants needed to synthesize it. The reactants are: [Br:1][C:2]1[CH:3]=[C:4]2[C:8](=[CH:9][CH:10]=1)[N:7]([S:11]([C:14]1[CH:19]=[CH:18][C:17]([O:20][CH3:21])=[CH:16][CH:15]=1)(=[O:13])=[O:12])[CH:6]=[C:5]2[O:22]C(=O)C.[OH-].[K+].Cl. (2) Given the product [N:52]([C@@H:24]([C@@H:25]([C:27]1[CH:28]=[CH:29][CH:30]=[CH:31][CH:32]=1)[CH3:26])[C:23]([N:18]1[C@@H:17]([C:11]2[CH:12]=[CH:13][CH:14]=[CH:15][CH:16]=2)[CH2:21][O:20][C:19]1=[O:22])=[O:33])=[N+:53]=[N-:54], predict the reactants needed to synthesize it. The reactants are: C[Si]([N-][Si](C)(C)C)(C)C.[K+].[C:11]1([C@H:17]2[CH2:21][O:20][C:19](=[O:22])[N:18]2[C:23](=[O:33])[CH2:24][C@@H:25]([C:27]2[CH:32]=[CH:31][CH:30]=[CH:29][CH:28]=2)[CH3:26])[CH:16]=[CH:15][CH:14]=[CH:13][CH:12]=1.C(C1C=C(C(C)C)C=C(C(C)C)C=1S([N:52]=[N+:53]=[N-:54])(=O)=O)(C)C.C(O)(=O)C. (3) Given the product [CH2:1]([O:3][C:4]1[C:27]([O:28][CH3:29])=[CH:26][C:7]2[C:8]([C:17]3[CH:25]=[CH:24][C:20]([C:21]([N:34]([CH:31]([CH3:33])[CH3:32])[C@@H:35]([CH3:49])[CH2:36][O:37][C:38](=[O:48])[C:39]4[CH:40]=[CH:41][C:42]([N+:45]([O-:47])=[O:46])=[CH:43][CH:44]=4)=[O:22])=[CH:19][CH:18]=3)=[N:9][C@H:10]3[C@@H:15]([C:6]=2[CH:5]=1)[CH2:14][N:13]([CH3:16])[CH2:12][CH2:11]3)[CH3:2], predict the reactants needed to synthesize it. The reactants are: [CH2:1]([O:3][C:4]1[C:27]([O:28][CH3:29])=[CH:26][C:7]2[C:8]([C:17]3[CH:25]=[CH:24][C:20]([C:21](Cl)=[O:22])=[CH:19][CH:18]=3)=[N:9][C@H:10]3[C@@H:15]([C:6]=2[CH:5]=1)[CH2:14][N:13]([CH3:16])[CH2:12][CH2:11]3)[CH3:2].Cl.[CH:31]([NH:34][C@@H:35]([CH3:49])[CH2:36][O:37][C:38](=[O:48])[C:39]1[CH:44]=[CH:43][C:42]([N+:45]([O-:47])=[O:46])=[CH:41][CH:40]=1)([CH3:33])[CH3:32].C(N(CC)CC)C. (4) Given the product [Cl:10][C:11]1[CH:12]=[C:13]([C:17]2[N:21]=[C:20]([CH:22]3[N:27]([CH3:1])[CH2:26][CH2:25][N:24]4[C:28]([C:31]5[CH:36]=[CH:35][C:34]([O:37][CH3:38])=[CH:33][CH:32]=5)=[N:29][N:30]=[C:23]34)[O:19][N:18]=2)[CH:14]=[CH:15][CH:16]=1, predict the reactants needed to synthesize it. The reactants are: [CH:1](O)=O.C=O.C([BH3-])#N.[Na+].[Cl:10][C:11]1[CH:12]=[C:13]([C:17]2[N:21]=[C:20]([CH:22]3[NH:27][CH2:26][CH2:25][N:24]4[C:28]([C:31]5[CH:36]=[CH:35][C:34]([O:37][CH3:38])=[CH:33][CH:32]=5)=[N:29][N:30]=[C:23]34)[O:19][N:18]=2)[CH:14]=[CH:15][CH:16]=1. (5) The reactants are: [N+:1]([C:4]1[CH:5]=[N:6][C:7]([NH2:10])=[N:8][CH:9]=1)([O-:3])=[O:2].Br[C:12]1[CH:17]=[CH:16][C:15]([S:18]([N:21]([CH3:29])[CH2:22][CH2:23][N:24]2[CH2:28][CH2:27][CH2:26][CH2:25]2)(=[O:20])=[O:19])=[CH:14][CH:13]=1.C([O-])([O-])=O.[Cs+].[Cs+].CC1(C)C2C(=C(P(C3C=CC=CC=3)C3C=CC=CC=3)C=CC=2)OC2C(P(C3C=CC=CC=3)C3C=CC=CC=3)=CC=CC1=2. Given the product [CH3:29][N:21]([CH2:22][CH2:23][N:24]1[CH2:28][CH2:27][CH2:26][CH2:25]1)[S:18]([C:15]1[CH:16]=[CH:17][C:12]([NH:10][C:7]2[N:8]=[CH:9][C:4]([N+:1]([O-:3])=[O:2])=[CH:5][N:6]=2)=[CH:13][CH:14]=1)(=[O:20])=[O:19], predict the reactants needed to synthesize it. (6) Given the product [F:38][C:29]1[CH:28]=[C:27]([C@H:22]([NH:21][C:11]([C:10]2[CH:9]=[N:8][N:7]3[C:2]([OH:1])=[CH:3][C:4]([C:14]4[CH:19]=[CH:18][CH:17]=[CH:16][N:15]=4)=[N:5][C:6]=23)=[O:13])[C:23]([OH:25])([CH3:26])[CH3:24])[CH:32]=[CH:31][C:30]=1[O:33][C:34]([F:37])([F:36])[F:35], predict the reactants needed to synthesize it. The reactants are: [OH:1][C:2]1[N:7]2[N:8]=[CH:9][C:10]([C:11]([OH:13])=O)=[C:6]2[N:5]=[C:4]([C:14]2[CH:19]=[CH:18][CH:17]=[CH:16][N:15]=2)[CH:3]=1.Cl.[NH2:21][C@@H:22]([C:27]1[CH:32]=[CH:31][C:30]([O:33][C:34]([F:37])([F:36])[F:35])=[C:29]([F:38])[CH:28]=1)[C:23]([CH3:26])([OH:25])[CH3:24].O.ON1C2C=CC=CC=2N=N1.Cl.CN(C)CCCN=C=NCC. (7) Given the product [Cl:1][C:2]1[N:7]=[C:6]2[S:8][C:9](=[O:11])[N:10]([CH2:26][CH:27]3[CH2:29][C:28]3([F:31])[F:30])[C:5]2=[CH:4][CH:3]=1, predict the reactants needed to synthesize it. The reactants are: [Cl:1][C:2]1[N:7]=[C:6]2[S:8][C:9](=[O:11])[NH:10][C:5]2=[CH:4][CH:3]=1.CN1C(=O)CCC1.C(=O)([O-])[O-].[Cs+].[Cs+].Br[CH2:26][CH:27]1[CH2:29][C:28]1([F:31])[F:30].